This data is from Full USPTO retrosynthesis dataset with 1.9M reactions from patents (1976-2016). The task is: Predict the reactants needed to synthesize the given product. (1) Given the product [OH:3][P:2]([O-:5])([O-:4])=[O:1].[Na+:6].[Na+:6].[OH2:9].[OH2:1].[OH2:1].[OH2:1].[OH2:1].[OH2:1].[OH2:1].[OH2:1].[OH2:1].[OH2:1].[OH2:1].[OH2:1].[O-:10][P:8]([O-:12])([O-:11])=[O:9].[Na+:6].[Na+:6].[Na+:6], predict the reactants needed to synthesize it. The reactants are: [OH:1][P:2]([O-:5])([O-:4])=[O:3].[Na+:6].[Na+].[P:8]([O-:12])([O-:11])([O-:10])=[O:9].[Na+].[Na+].[Na+]. (2) Given the product [CH:1]([C:5]1[CH:11]=[CH:10][CH:9]=[C:8]([CH:13]([CH3:15])[CH3:14])[C:6]=1[NH2:7])([CH2:3][CH3:4])[CH3:2], predict the reactants needed to synthesize it. The reactants are: [CH:1]([C:5]1[CH:11]=[CH:10][CH:9]=[C:8](Br)[C:6]=1[NH2:7])([CH2:3][CH3:4])[CH3:2].[C:13](B1OC(C)(C)C(C)(C)O1)([CH3:15])=[CH2:14].CC#N.C([O-])([O-])=O.[K+].[K+]. (3) Given the product [F:38][CH:37]([F:39])[C:33]1[CH:32]=[C:31]([N:30]2[C:25]3[CH2:26][CH2:27][C:28](=[O:29])[C:24]=3[CH:10]([C:11]3[CH:18]=[CH:17][C:14]([C:15]#[N:16])=[CH:13][C:12]=3[S:19]([CH2:22][CH3:23])(=[O:21])=[O:20])[NH:9][C:40]2=[O:41])[CH:36]=[CH:35][CH:34]=1, predict the reactants needed to synthesize it. The reactants are: C(N(CC)CC)C.Cl.[NH2:9][CH:10]([C:24]1[C:28](=[O:29])[CH2:27][CH2:26][C:25]=1[NH:30][C:31]1[CH:36]=[CH:35][CH:34]=[C:33]([CH:37]([F:39])[F:38])[CH:32]=1)[C:11]1[CH:18]=[CH:17][C:14]([C:15]#[N:16])=[CH:13][C:12]=1[S:19]([CH2:22][CH3:23])(=[O:21])=[O:20].[C:40](N1C=CN=C1)(N1C=CN=C1)=[O:41]. (4) Given the product [C:21]1([O:20][C:18](=[O:19])[NH:10][C:6]2[C:5]3[N:4]([CH:3]=[CH:2][N:1]=3)[CH:9]=[CH:8][CH:7]=2)[CH:26]=[CH:25][CH:24]=[CH:23][CH:22]=1, predict the reactants needed to synthesize it. The reactants are: [N:1]1[CH:2]=[CH:3][N:4]2[CH:9]=[CH:8][CH:7]=[C:6]([NH2:10])[C:5]=12.N1C=CC=CC=1.Cl[C:18]([O:20][C:21]1[CH:26]=[CH:25][CH:24]=[CH:23][CH:22]=1)=[O:19]. (5) Given the product [Cl:26][C:23]1[CH:24]=[CH:25][C:20]([C:18]([NH:17][CH:13]([CH2:12][C:7]2[C:5]3[C:4](=[CH:3][CH:2]=[CH:1][CH:6]=3)[NH:11][C:9](=[O:10])[CH:8]=2)[C:14]([O:16][CH2:29][CH2:28][C:30]2[CH:35]=[CH:34][CH:33]=[CH:32][CH:31]=2)=[O:15])=[O:19])=[CH:21][CH:22]=1, predict the reactants needed to synthesize it. The reactants are: [CH:1]1[CH:2]=[CH:3][C:4]2[NH:11][C:9](=[O:10])[CH:8]=[C:7]([CH2:12][CH:13]([NH:17][C:18]([C:20]3[CH:21]=[CH:22][C:23]([Cl:26])=[CH:24][CH:25]=3)=[O:19])[C:14]([OH:16])=[O:15])[C:5]=2[CH:6]=1.Br[CH:28]([C:30]1[CH:35]=[CH:34][CH:33]=[CH:32][CH:31]=1)[CH3:29].